This data is from Forward reaction prediction with 1.9M reactions from USPTO patents (1976-2016). The task is: Predict the product of the given reaction. (1) Given the reactants Br[C:2]1[CH:11]=[C:10]2[C:5]([CH2:6][CH2:7][N:8]([C:12]3[CH:17]=[C:16]([N:18]4[CH2:23][CH2:22][N:21]([CH3:24])[CH2:20][CH2:19]4)[N:15]=[C:14]([NH2:25])[N:13]=3)[CH2:9]2)=[CH:4][CH:3]=1.CC1(C)C(C)(C)OB([C:34]2[CH:35]=[N:36][C:37]([N:40]3[CH2:45][CH2:44][N:43]([C:46]([O:48][C:49]([CH3:52])([CH3:51])[CH3:50])=[O:47])[CH2:42][CH2:41]3)=[N:38][CH:39]=2)O1, predict the reaction product. The product is: [NH2:25][C:14]1[N:13]=[C:12]([N:8]2[CH2:7][CH2:6][C:5]3[C:10](=[CH:11][C:2]([C:34]4[CH:39]=[N:38][C:37]([N:40]5[CH2:41][CH2:42][N:43]([C:46]([O:48][C:49]([CH3:52])([CH3:51])[CH3:50])=[O:47])[CH2:44][CH2:45]5)=[N:36][CH:35]=4)=[CH:3][CH:4]=3)[CH2:9]2)[CH:17]=[C:16]([N:18]2[CH2:23][CH2:22][N:21]([CH3:24])[CH2:20][CH2:19]2)[N:15]=1. (2) Given the reactants [CH3:1][C:2]1[CH:7]=[CH:6][C:5]([C:8]2[N:12]([C:13]3[CH:18]=[CH:17][C:16]([S:19]([NH2:22])(=[O:21])=[O:20])=[CH:15][CH:14]=3)[N:11]=[C:10]([C:23]([F:26])([F:25])[F:24])[CH:9]=2)=[CH:4][CH:3]=1.CN(C1C=CC=CN=1)C.C(N(CC)CC)C.[C:43](O[C:43]([O:45][C:46]([CH3:49])([CH3:48])[CH3:47])=[O:44])([O:45][C:46]([CH3:49])([CH3:48])[CH3:47])=[O:44], predict the reaction product. The product is: [C:46]([O:45][C:43](=[O:44])[NH:22][S:19]([C:16]1[CH:15]=[CH:14][C:13]([N:12]2[C:8]([C:5]3[CH:6]=[CH:7][C:2]([CH3:1])=[CH:3][CH:4]=3)=[CH:9][C:10]([C:23]([F:24])([F:26])[F:25])=[N:11]2)=[CH:18][CH:17]=1)(=[O:21])=[O:20])([CH3:49])([CH3:48])[CH3:47]. (3) Given the reactants [ClH:1].F[C:3]1[CH:18]=[CH:17][C:6]2[N:7]=[C:8]([NH:10][C@H:11]3[CH2:15][CH2:14][CH2:13][C@@H:12]3[NH2:16])[S:9][C:5]=2[CH:4]=1.N[C@H]1CCC[C@H]1NC(=O)OC(C)(C)C.[Cl:33]C1SC2C=C(F)C=CC=2N=1, predict the reaction product. The product is: [ClH:33].[Cl:1][C:3]1[CH:18]=[CH:17][C:6]2[N:7]=[C:8]([NH:10][C@H:11]3[CH2:15][CH2:14][CH2:13][C@H:12]3[NH2:16])[S:9][C:5]=2[CH:4]=1.